This data is from Peptide-MHC class I binding affinity with 185,985 pairs from IEDB/IMGT. The task is: Regression. Given a peptide amino acid sequence and an MHC pseudo amino acid sequence, predict their binding affinity value. This is MHC class I binding data. (1) The peptide sequence is TPSHYSGNI. The MHC is HLA-B15:17 with pseudo-sequence HLA-B15:17. The binding affinity (normalized) is 0.0847. (2) The peptide sequence is TVYYGVPVWK. The MHC is HLA-B27:05 with pseudo-sequence HLA-B27:05. The binding affinity (normalized) is 0. (3) The MHC is H-2-Dd with pseudo-sequence H-2-Dd. The binding affinity (normalized) is 0. The peptide sequence is AYQPALEKI. (4) The peptide sequence is QEWERKVDFL. The MHC is H-2-Kk with pseudo-sequence H-2-Kk. The binding affinity (normalized) is 0.580. (5) The peptide sequence is ISSVQLSNNK. The binding affinity (normalized) is 0.339. The MHC is HLA-A68:01 with pseudo-sequence HLA-A68:01. (6) The peptide sequence is YIVKYPNL. The MHC is H-2-Db with pseudo-sequence H-2-Db. The binding affinity (normalized) is 0. (7) The peptide sequence is SPLGERLEV. The MHC is HLA-B51:01 with pseudo-sequence HLA-B51:01. The binding affinity (normalized) is 0.0641.